Dataset: Forward reaction prediction with 1.9M reactions from USPTO patents (1976-2016). Task: Predict the product of the given reaction. (1) Given the reactants [F:1][C:2]1[CH:7]=[CH:6][C:5]([C:8]2([CH2:19][CH2:20][CH2:21][O:22]C3CCCCO3)[C:16]3[C:11](=[CH:12][C:13]([C:17]#[N:18])=[CH:14][CH:15]=3)[CH2:10][O:9]2)=[CH:4][CH:3]=1.O.C1(C)C=CC(S(O)(=O)=O)=CC=1, predict the reaction product. The product is: [F:1][C:2]1[CH:3]=[CH:4][C:5]([C:8]2([CH2:19][CH2:20][CH2:21][OH:22])[C:16]3[C:11](=[CH:12][C:13]([C:17]#[N:18])=[CH:14][CH:15]=3)[CH2:10][O:9]2)=[CH:6][CH:7]=1. (2) Given the reactants F[C:2]1[CH:10]=[CH:9][C:5]([C:6]([OH:8])=[O:7])=[CH:4][C:3]=1[C:11]([F:14])([F:13])[F:12].FC1[CH:17]=[C:18](C=CC=1OCCOC)[C:19](O)=[O:20].FC1C=C(C=CC=1F)C(O)=O, predict the reaction product. The product is: [CH2:19]([O:20][C:2]1[CH:10]=[CH:9][C:5]([C:6]([OH:8])=[O:7])=[CH:4][C:3]=1[C:11]([F:14])([F:13])[F:12])[CH2:18][CH3:17]. (3) Given the reactants [Cl:1][C:2]1[C:7]([O:8][CH3:9])=[CH:6][CH:5]=[C:4]([Cl:10])[C:3]=1CO.ClC1C=C(Cl)C=CC=1O.C(=O)([O-])[O-].[K+].[K+].IC, predict the reaction product. The product is: [Cl:1][C:2]1[CH:3]=[C:4]([Cl:10])[CH:5]=[CH:6][C:7]=1[O:8][CH3:9].